This data is from Full USPTO retrosynthesis dataset with 1.9M reactions from patents (1976-2016). The task is: Predict the reactants needed to synthesize the given product. (1) The reactants are: [CH:1]12[CH2:10][CH:5]3[CH2:6][CH:7]([CH2:9][CH:3]([CH2:4]3)[CH:2]1[N:11]1[C:14](=[O:15])[C:13]([CH3:17])([CH3:16])[NH:12]1)[CH2:8]2.[C:18](Cl)(=[O:25])[C:19]1[CH:24]=[CH:23][CH:22]=[CH:21][CH:20]=1.C(N(CC)CC)C.O. Given the product [CH3:16][C:13]1([CH3:17])[N:12]([C:18]([C:19]2[CH:24]=[CH:23][CH:22]=[CH:21][CH:20]=2)=[O:25])[N:11]([CH:2]2[CH:3]3[CH2:4][CH:5]4[CH2:6][CH:7]([CH2:8][CH:1]2[CH2:10]4)[CH2:9]3)[C:14]1=[O:15], predict the reactants needed to synthesize it. (2) Given the product [I:9][C:10]1[CH:11]=[CH:12][C:13]([C:16]([C:21]2[CH:22]=[CH:23][C:24]([O:25][C:26]([C:31]3[CH:36]=[CH:35][CH:34]=[CH:33][N:32]=3)([CH3:1])[C:27]([O:29][CH3:30])=[O:28])=[CH:37][CH:38]=2)([CH3:20])[CH:17]([CH3:18])[CH3:19])=[CH:14][CH:15]=1, predict the reactants needed to synthesize it. The reactants are: [CH:1]([N-]C(C)C)(C)C.[Li+].[I:9][C:10]1[CH:15]=[CH:14][C:13]([C:16]([C:21]2[CH:38]=[CH:37][C:24]([O:25][CH:26]([C:31]3[CH:36]=[CH:35][CH:34]=[CH:33][N:32]=3)[C:27]([O:29][CH3:30])=[O:28])=[CH:23][CH:22]=2)([CH3:20])[CH:17]([CH3:19])[CH3:18])=[CH:12][CH:11]=1.CN1CCCN(C)C1=O.IC.